This data is from Reaction yield outcomes from USPTO patents with 853,638 reactions. The task is: Predict the reaction yield, written as a fraction of the theoretical maximum amount of product (1.0 means a 100% yield; for example, 0.34 means a 34% yield). The reactants are O[C:2]([C:4]1N(C)[CH:7]=[C:6]([NH:10][C:11]([C:13]2[NH:14][C:15]3[C:20]([CH:21]=2)=[CH:19][C:18]([C:22](NC2C=C(C(O)=O)N(C)C=2)=[O:23])=[CH:17][CH:16]=3)=[O:12])[CH:5]=1)=O.[CH2:34]([O:36][C:37]([C:39]1[NH:40][C:41]2[C:46]([CH:47]=1)=[CH:45][C:44]([NH2:48])=[CH:43][CH:42]=2)=[O:38])[CH3:35].N[C:50]1[CH:51]=[C:52]([C:56]([O:58][CH3:59])=[O:57])[N:53](C)C=1.[CH3:60]N(C=O)C. No catalyst specified. The product is [CH2:34]([O:36][C:37]([C:39]1[NH:40][C:41]2[C:46]([CH:47]=1)=[CH:45][C:44]([NH:48][C:22]([C:18]1[CH:19]=[C:20]3[C:15](=[CH:16][CH:17]=1)[NH:14][C:13]([C:11](=[O:12])[NH:10][C:6]1[CH:7]=[C:50]4[C:2](=[CH:4][CH:5]=1)[NH:53][C:52]([C:56]([O:58][CH2:59][CH3:60])=[O:57])=[CH:51]4)=[CH:21]3)=[O:23])=[CH:43][CH:42]=2)=[O:38])[CH3:35]. The yield is 0.660.